The task is: Regression/Classification. Given a drug SMILES string, predict its toxicity properties. Task type varies by dataset: regression for continuous values (e.g., LD50, hERG inhibition percentage) or binary classification for toxic/non-toxic outcomes (e.g., AMES mutagenicity, cardiotoxicity, hepatotoxicity). Dataset: ames.. This data is from Ames mutagenicity test results for genotoxicity prediction. (1) The result is 0 (non-mutagenic). The compound is O=[N+]([O-])c1ccc(S(=O)(=O)Nc2ccccn2)cc1. (2) The drug is CC(O)/C=C/C=O. The result is 1 (mutagenic). (3) The molecule is N#C/C(=C\C=C\c1ccccc1[N+](=O)[O-])c1ccc(Br)cc1. The result is 1 (mutagenic). (4) The compound is CCOC(N)=O. The result is 1 (mutagenic). (5) The drug is C=CC(=O)NCNC(=O)C=C. The result is 1 (mutagenic). (6) The drug is C[n+]1c2ccccc2nc2ccccc21. The result is 1 (mutagenic). (7) The molecule is CN(C)c1ccc(N(C)C)c2c1C(=O)c1c(O)ccc(O)c1C2=O. The result is 1 (mutagenic). (8) The result is 0 (non-mutagenic). The compound is CC(=O)C1(C)OC12C(=O)C=Cc1ccccc12. (9) The compound is O=C1CCCN1c1ncc([N+](=O)[O-])s1. The result is 1 (mutagenic). (10) The molecule is CCOc1cccc(N)c1. The result is 1 (mutagenic).